This data is from Full USPTO retrosynthesis dataset with 1.9M reactions from patents (1976-2016). The task is: Predict the reactants needed to synthesize the given product. Given the product [Br:1][C:2]1[C:15]2[C:16]3=[C:17]4[C:12](=[CH:13][CH:14]=2)[CH:11]=[CH:10][C:9]([C:23]2[CH:24]=[CH:25][C:20]([CH3:19])=[CH:21][CH:22]=2)=[C:8]4[CH:7]=[CH:6][C:5]3=[CH:4][CH:3]=1, predict the reactants needed to synthesize it. The reactants are: [Br:1][C:2]1[C:15]2[C:16]3=[C:17]4[C:12](=[CH:13][CH:14]=2)[CH:11]=[CH:10][C:9](Br)=[C:8]4[CH:7]=[CH:6][C:5]3=[CH:4][CH:3]=1.[CH3:19][C:20]1[CH:25]=[CH:24][C:23](B(O)O)=[CH:22][CH:21]=1.P([O-])([O-])([O-])=O.[K+].[K+].[K+].CN(C)C=O.